Task: Predict the reaction yield, written as a fraction of the theoretical maximum amount of product (1.0 means a 100% yield; for example, 0.34 means a 34% yield).. Dataset: Reaction yield outcomes from USPTO patents with 853,638 reactions (1) The reactants are [Cl:1][C:2]1[CH:3]=[C:4]2[C:9](=[CH:10][C:11]=1[OH:12])[O:8][C:7]([CH3:13])=[C:6]([C:14]1[CH:23]=[CH:22][C:17]3[O:18][CH2:19][CH2:20][O:21][C:16]=3[CH:15]=1)[C:5]2=O.O.[NH2:26][NH2:27]. No catalyst specified. The product is [Cl:1][C:2]1[CH:3]=[C:4]([C:5]2[C:6]([C:14]3[CH:23]=[CH:22][C:17]4[O:18][CH2:19][CH2:20][O:21][C:16]=4[CH:15]=3)=[C:7]([CH3:13])[NH:27][N:26]=2)[C:9]([OH:8])=[CH:10][C:11]=1[OH:12]. The yield is 0.637. (2) The reactants are [C:1]([C:5]1[NH:6][C:7]([C:25]2[CH:30]=[CH:29][C:28]([F:31])=[CH:27][C:26]=2[F:32])=[C:8]([C:10]2[N:15]=[C:14]3[N:16]([CH2:20][C:21]([CH3:24])([CH3:23])[CH3:22])[C:17]([NH2:19])=[N:18][C:13]3=[CH:12][CH:11]=2)[N:9]=1)([CH3:4])([CH3:3])[CH3:2].CS(O)(=O)=O.[CH3:38][OH:39]. No catalyst specified. The product is [NH3:6].[CH3:38][OH:39].[C:1]([C:5]1[NH:6][C:7]([C:25]2[CH:30]=[CH:29][C:28]([F:31])=[CH:27][C:26]=2[F:32])=[C:8]([C:10]2[N:15]=[C:14]3[N:16]([CH2:20][C:21]([CH3:24])([CH3:23])[CH3:22])[C:17]([NH2:19])=[N:18][C:13]3=[CH:12][CH:11]=2)[N:9]=1)([CH3:2])([CH3:3])[CH3:4]. The yield is 0.0200. (3) The reactants are [CH3:1][O:2][C:3]1[CH:8]=[CH:7][C:6]([C:9]([C:11]2[CH:16]=[CH:15][C:14]([NH:17][C:18](=[O:20])[CH3:19])=[CH:13][CH:12]=2)=O)=[CH:5][CH:4]=1.[CH3:21][C:22]1([CH3:31])[CH2:27][C:26]([CH3:29])([CH3:28])[CH2:25][C:24](=O)[CH2:23]1.C([O-])([O-])=O.[K+].[K+]. The catalyst is C1COCC1.[Zn].Cl[Ti](Cl)(Cl)Cl. The product is [CH3:1][O:2][C:3]1[CH:8]=[CH:7][C:6]([C:9](=[C:24]2[CH2:25][C:26]([CH3:29])([CH3:28])[CH2:27][C:22]([CH3:31])([CH3:21])[CH2:23]2)[C:11]2[CH:16]=[CH:15][C:14]([NH:17][C:18](=[O:20])[CH3:19])=[CH:13][CH:12]=2)=[CH:5][CH:4]=1. The yield is 0.930. (4) The reactants are [CH3:1][O:2][C:3](=[O:32])[C@H:4]([NH:21][C:22]([O:24][CH2:25][C:26]1[CH:31]=[CH:30][CH:29]=[CH:28][CH:27]=1)=[O:23])[CH2:5][C:6]1[C:7]([CH2:16][O:17]C(=O)C)=[C:8]2[C:12](=[C:13]([Cl:15])[CH:14]=1)[NH:11][N:10]=[CH:9]2.COC(=O)[C@H](NC(OCC1C=CC=CC=1)=O)CC1C=CC(NC(OC(C)(C)C)=O)=C(C)C=1CO. No catalyst specified. The product is [CH3:1][O:2][C:3](=[O:32])[C@H:4]([NH:21][C:22]([O:24][CH2:25][C:26]1[CH:27]=[CH:28][CH:29]=[CH:30][CH:31]=1)=[O:23])[CH2:5][C:6]1[C:7]([CH2:16][OH:17])=[C:8]2[C:12](=[C:13]([Cl:15])[CH:14]=1)[NH:11][N:10]=[CH:9]2. The yield is 0.950.